The task is: Predict the reactants needed to synthesize the given product.. This data is from Full USPTO retrosynthesis dataset with 1.9M reactions from patents (1976-2016). (1) The reactants are: [C:1]([O:9][C@@H:10]1[C@H:14]([F:15])[C@@H:13]([CH2:16][O:17]CC2C=CC=CC=2)[O:12][C@@H:11]1[O:25][CH3:26])(=[O:8])[C:2]1[CH:7]=[CH:6][CH:5]=[CH:4][CH:3]=1. Given the product [C:1]([O:9][C@@H:10]1[C@H:14]([F:15])[C@@H:13]([CH2:16][OH:17])[O:12][C@@H:11]1[O:25][CH3:26])(=[O:8])[C:2]1[CH:3]=[CH:4][CH:5]=[CH:6][CH:7]=1, predict the reactants needed to synthesize it. (2) Given the product [F:10][CH:8]([C:6]1[CH:5]=[CH:4][N:3]=[C:2]([NH:15][C:16]2[CH:17]=[C:18]([C:23]3[CH:24]=[N:25][N:26]([CH2:28][C@H:29]([OH:34])[C:30]([O:32][CH3:33])=[O:31])[CH:27]=3)[CH:19]=[C:20]([CH3:22])[CH:21]=2)[N:7]=1)[CH3:9], predict the reactants needed to synthesize it. The reactants are: Cl[C:2]1[N:7]=[C:6]([CH:8]([F:10])[CH3:9])[CH:5]=[CH:4][N:3]=1.C(O)(=O)C.[NH2:15][C:16]1[CH:17]=[C:18]([C:23]2[CH:24]=[N:25][N:26]([CH2:28][C@H:29]([OH:34])[C:30]([O:32][CH3:33])=[O:31])[CH:27]=2)[CH:19]=[C:20]([CH3:22])[CH:21]=1.